Dataset: Orexin1 receptor HTS with 218,158 compounds and 233 confirmed actives. Task: Binary Classification. Given a drug SMILES string, predict its activity (active/inactive) in a high-throughput screening assay against a specified biological target. (1) The molecule is Brc1cn2c(nc(c2)C(O)=O)c(c1)C. The result is 0 (inactive). (2) The compound is S(=O)(=O)(N(C1CCCCC1)C(=O)NC(=O)NC12CC3CC(C1)CC(C2)C3)C. The result is 0 (inactive).